Regression. Given two drug SMILES strings and cell line genomic features, predict the synergy score measuring deviation from expected non-interaction effect. From a dataset of NCI-60 drug combinations with 297,098 pairs across 59 cell lines. (1) Drug 1: C1=C(C(=O)NC(=O)N1)N(CCCl)CCCl. Drug 2: CN1C(=O)N2C=NC(=C2N=N1)C(=O)N. Cell line: HOP-92. Synergy scores: CSS=37.7, Synergy_ZIP=-3.95, Synergy_Bliss=-0.514, Synergy_Loewe=-2.47, Synergy_HSA=1.88. (2) Drug 1: COC1=NC(=NC2=C1N=CN2C3C(C(C(O3)CO)O)O)N. Drug 2: CN(CCCl)CCCl.Cl. Cell line: UACC62. Synergy scores: CSS=21.9, Synergy_ZIP=-5.30, Synergy_Bliss=-3.29, Synergy_Loewe=-18.3, Synergy_HSA=-1.87. (3) Drug 1: CS(=O)(=O)OCCCCOS(=O)(=O)C. Drug 2: CCN(CC)CCCC(C)NC1=C2C=C(C=CC2=NC3=C1C=CC(=C3)Cl)OC. Cell line: HT29. Synergy scores: CSS=29.8, Synergy_ZIP=-8.30, Synergy_Bliss=-7.16, Synergy_Loewe=-35.7, Synergy_HSA=-6.45. (4) Drug 1: CC1=CC=C(C=C1)C2=CC(=NN2C3=CC=C(C=C3)S(=O)(=O)N)C(F)(F)F. Drug 2: CCCCC(=O)OCC(=O)C1(CC(C2=C(C1)C(=C3C(=C2O)C(=O)C4=C(C3=O)C=CC=C4OC)O)OC5CC(C(C(O5)C)O)NC(=O)C(F)(F)F)O. Cell line: CAKI-1. Synergy scores: CSS=36.3, Synergy_ZIP=-5.98, Synergy_Bliss=-7.24, Synergy_Loewe=-15.2, Synergy_HSA=-8.96. (5) Drug 1: CC1=C(C(CCC1)(C)C)C=CC(=CC=CC(=CC(=O)O)C)C. Drug 2: B(C(CC(C)C)NC(=O)C(CC1=CC=CC=C1)NC(=O)C2=NC=CN=C2)(O)O. Cell line: IGROV1. Synergy scores: CSS=36.3, Synergy_ZIP=-1.80, Synergy_Bliss=-4.63, Synergy_Loewe=-54.0, Synergy_HSA=-7.40. (6) Drug 1: C(CC(=O)O)C(=O)CN.Cl. Drug 2: C1CN(CCN1C(=O)CCBr)C(=O)CCBr. Cell line: BT-549. Synergy scores: CSS=19.9, Synergy_ZIP=-7.76, Synergy_Bliss=-3.17, Synergy_Loewe=-4.03, Synergy_HSA=-1.80. (7) Drug 1: C1=C(C(=O)NC(=O)N1)F. Drug 2: CN1C(=O)N2C=NC(=C2N=N1)C(=O)N. Cell line: SR. Synergy scores: CSS=59.3, Synergy_ZIP=-4.64, Synergy_Bliss=-9.32, Synergy_Loewe=-10.9, Synergy_HSA=-7.86. (8) Drug 1: CCN(CC)CCCC(C)NC1=C2C=C(C=CC2=NC3=C1C=CC(=C3)Cl)OC. Drug 2: C1C(C(OC1N2C=NC(=NC2=O)N)CO)O. Cell line: HT29. Synergy scores: CSS=12.9, Synergy_ZIP=-2.50, Synergy_Bliss=-0.285, Synergy_Loewe=-4.80, Synergy_HSA=-0.174. (9) Drug 1: CN(CCCl)CCCl.Cl. Drug 2: COCCOC1=C(C=C2C(=C1)C(=NC=N2)NC3=CC=CC(=C3)C#C)OCCOC.Cl. Cell line: HOP-62. Synergy scores: CSS=27.2, Synergy_ZIP=-12.8, Synergy_Bliss=-15.6, Synergy_Loewe=-8.37, Synergy_HSA=-8.21. (10) Drug 1: CC12CCC3C(C1CCC2=O)CC(=C)C4=CC(=O)C=CC34C. Drug 2: CC1=C(C(=CC=C1)Cl)NC(=O)C2=CN=C(S2)NC3=CC(=NC(=N3)C)N4CCN(CC4)CCO. Cell line: LOX IMVI. Synergy scores: CSS=40.3, Synergy_ZIP=-6.80, Synergy_Bliss=-4.78, Synergy_Loewe=-14.3, Synergy_HSA=-3.99.